Dataset: Reaction yield outcomes from USPTO patents with 853,638 reactions. Task: Predict the reaction yield, written as a fraction of the theoretical maximum amount of product (1.0 means a 100% yield; for example, 0.34 means a 34% yield). (1) The reactants are CC(P(C(C)(C)C)C1C(C2C=CC=CC=2)=CC=CC=1)(C)C.C([O-])([O-])=O.[Cs+].[Cs+].Br[C:29]1[C:30]([CH2:39][N:40]([C:44]([O:46][C:47]([CH3:50])([CH3:49])[CH3:48])=[O:45])[CH2:41][CH2:42][OH:43])=[N:31][CH:32]=[C:33]([CH:38]=1)[C:34]([O:36][CH3:37])=[O:35]. The catalyst is O1CCOCC1.CCOC(C)=O.O.CC([O-])=O.CC([O-])=O.[Pd+2]. The product is [O:43]1[C:29]2[CH:38]=[C:33]([C:34]([O:36][CH3:37])=[O:35])[CH:32]=[N:31][C:30]=2[CH2:39][N:40]([C:44]([O:46][C:47]([CH3:50])([CH3:49])[CH3:48])=[O:45])[CH2:41][CH2:42]1. The yield is 0.500. (2) The reactants are [CH2:1]([O:8][N:9]1[C:15](=[O:16])[N:14]2[CH2:17][C@H:10]1[CH2:11][CH2:12][C@H:13]2[C:18]([OH:20])=O)[C:2]1[CH:7]=[CH:6][CH:5]=[CH:4][CH:3]=1.Cl.C(N=C=NCCCN(C)C)C.ON1C2C=CC=CC=2N=N1.Cl.[CH3:44][O:45][NH2:46]. The catalyst is O1CCCC1.C(N(CC)CC)C. The product is [CH2:1]([O:8][N:9]1[C:15](=[O:16])[N:14]2[CH2:17][C@H:10]1[CH2:11][CH2:12][C@H:13]2[C:18]([NH:46][O:45][CH3:44])=[O:20])[C:2]1[CH:3]=[CH:4][CH:5]=[CH:6][CH:7]=1. The yield is 0.720. (3) The product is [NH2:1][C:4]1[CH:12]=[CH:11][C:10]([O:13][C:14]([F:15])([F:16])[F:17])=[CH:9][C:5]=1[C:6]([OH:8])=[O:7]. The catalyst is CCO.[Pd]. The yield is 0.980. The reactants are [N+:1]([C:4]1[CH:12]=[CH:11][C:10]([O:13][C:14]([F:17])([F:16])[F:15])=[CH:9][C:5]=1[C:6]([OH:8])=[O:7])([O-])=O. (4) The reactants are [F:1][C:2]1([F:25])[C@@H:11]([CH2:12][O:13][C:14](=[O:16])[CH3:15])[O:10][C@H:5]([O:6]C(=O)C)[C@H:4]([O:17][C:18](=[O:20])[CH3:19])[C@H:3]1[O:21][C:22](=[O:24])[CH3:23].C(OCC)(=O)C.[BrH:32]. The catalyst is C(O)(=O)C. The product is [Br:32][C@@:5]1([O:10][C@H:11]([CH2:12][O:13][C:14](=[O:16])[CH3:15])[C:2]([F:25])([F:1])[C@H:3]([O:21][C:22](=[O:24])[CH3:23])[C@H:4]1[O:17][C:18](=[O:20])[CH3:19])[OH:6]. The yield is 0.350. (5) The reactants are C([O:5][C:6](=[O:40])[CH2:7][C@H:8]([NH:20][C:21](=[O:39])[C@@H:22]([NH:28][C:29](=[O:38])[C:30]1[CH:35]=[CH:34][CH:33]=[C:32]([O:36][CH3:37])[CH:31]=1)[CH2:23][C:24]([CH3:27])([CH3:26])[CH3:25])[CH2:9][N:10]1[C:18]2[C:13](=[CH:14][C:15]([F:19])=[CH:16][CH:17]=2)[CH2:12][CH2:11]1)(C)(C)C. The catalyst is C(O)(C(F)(F)F)=O.ClCCl.O. The product is [F:19][C:15]1[CH:14]=[C:13]2[C:18](=[CH:17][CH:16]=1)[N:10]([CH2:9][C@@H:8]([NH:20][C:21](=[O:39])[C@@H:22]([NH:28][C:29](=[O:38])[C:30]1[CH:35]=[CH:34][CH:33]=[C:32]([O:36][CH3:37])[CH:31]=1)[CH2:23][C:24]([CH3:27])([CH3:26])[CH3:25])[CH2:7][C:6]([OH:40])=[O:5])[CH2:11][CH2:12]2. The yield is 1.00. (6) The reactants are [F:1][C:2]1[CH:7]=[CH:6][C:5]([CH:8]2[CH2:13][N:12]([CH2:14][CH2:15][CH3:16])[C:11](=O)[CH2:10][O:9]2)=[CH:4][C:3]=1[O:18][CH3:19]. The catalyst is Cl. The product is [F:1][C:2]1[CH:7]=[CH:6][C:5]([CH:8]2[O:9][CH2:10][CH2:11][N:12]([CH2:14][CH2:15][CH3:16])[CH2:13]2)=[CH:4][C:3]=1[O:18][CH3:19]. The yield is 0.920. (7) The yield is 0.980. The reactants are [CH3:1][N:2]([CH3:39])[CH2:3][CH2:4][O:5][C:6]1[C:7]([CH3:38])=[C:8]([NH:12][C:13]2[N:18]=[C:17]([C:19]3[N:23]4[CH:24]=[CH:25][CH:26]=[CH:27][C:22]4=[N:21][C:20]=3[C:28]3[CH:29]=[C:30]([CH:35]=[CH:36][CH:37]=3)[C:31](OC)=[O:32])[CH:16]=[CH:15][N:14]=2)[CH:9]=[CH:10][CH:11]=1.[F:40][C:41]1[CH:47]=[CH:46][CH:45]=[C:44]([F:48])[C:42]=1[NH2:43].C[Si]([N-][Si](C)(C)C)(C)C.[Na+]. The product is [F:40][C:41]1[CH:47]=[CH:46][CH:45]=[C:44]([F:48])[C:42]=1[NH:43][C:31](=[O:32])[C:30]1[CH:35]=[CH:36][CH:37]=[C:28]([C:20]2[N:21]=[C:22]3[CH:27]=[CH:26][CH:25]=[CH:24][N:23]3[C:19]=2[C:17]2[CH:16]=[CH:15][N:14]=[C:13]([NH:12][C:8]3[CH:9]=[CH:10][CH:11]=[C:6]([O:5][CH2:4][CH2:3][N:2]([CH3:1])[CH3:39])[C:7]=3[CH3:38])[N:18]=2)[CH:29]=1. The catalyst is C1COCC1.